This data is from Catalyst prediction with 721,799 reactions and 888 catalyst types from USPTO. The task is: Predict which catalyst facilitates the given reaction. (1) Reactant: [CH2:1]([O:8][C:9]1[CH:10]=[CH:11][C:12]([C@@H:20]2[CH2:22][O:21]2)=[C:13]2[C:18]=1[NH:17][C:16](=[O:19])[CH:15]=[CH:14]2)[C:2]1[CH:7]=[CH:6][CH:5]=[CH:4][CH:3]=1.[CH2:23]([C:25]1[CH:26]=[C:27]2[C:31](=[CH:32][C:33]=1[CH2:34][CH3:35])[CH2:30][CH:29]([NH2:36])[CH2:28]2)[CH3:24].C1(C)C=CC=CC=1. Product: [NH3:17].[CH2:1]([O:8][C:9]1[CH:10]=[CH:11][C:12]([C@@H:20]([OH:21])[CH2:22][NH:36][CH:29]2[CH2:30][C:31]3[C:27](=[CH:26][C:25]([CH2:23][CH3:24])=[C:33]([CH2:34][CH3:35])[CH:32]=3)[CH2:28]2)=[C:13]2[C:18]=1[NH:17][C:16](=[O:19])[CH:15]=[CH:14]2)[C:2]1[CH:7]=[CH:6][CH:5]=[CH:4][CH:3]=1. The catalyst class is: 51. (2) Reactant: [NH2:1][C:2]1[CH:7]=[C:6]([F:8])[CH:5]=[CH:4][C:3]=1[C:9]([NH:11][C@H:12]([C:23]([O:25][CH2:26][C:27]1[CH:32]=[CH:31][CH:30]=[CH:29][CH:28]=1)=[O:24])[C@@H:13]([CH3:22])[O:14][CH2:15][C:16]1[CH:21]=[CH:20][CH:19]=[CH:18][CH:17]=1)=[O:10].[N:33]([C:36]1[C:41]([CH3:42])=[CH:40][C:39]([CH3:43])=[CH:38][C:37]=1[CH3:44])=[C:34]=[O:35]. Product: [F:8][C:6]1[CH:5]=[CH:4][C:3]([C:9]([NH:11][C@H:12]([C:23]([O:25][CH2:26][C:27]2[CH:28]=[CH:29][CH:30]=[CH:31][CH:32]=2)=[O:24])[C@@H:13]([CH3:22])[O:14][CH2:15][C:16]2[CH:21]=[CH:20][CH:19]=[CH:18][CH:17]=2)=[O:10])=[C:2]([NH:1][C:34]([NH:33][C:36]2[C:37]([CH3:44])=[CH:38][C:39]([CH3:43])=[CH:40][C:41]=2[CH3:42])=[O:35])[CH:7]=1. The catalyst class is: 17. (3) Reactant: [Br:1][C:2]1[S:6][N:5]=[C:4]([C:7]([F:10])([F:9])[F:8])[C:3]=1[C:11](O)=[O:12]. Product: [Br:1][C:2]1[S:6][N:5]=[C:4]([C:7]([F:9])([F:10])[F:8])[C:3]=1[CH2:11][OH:12]. The catalyst class is: 7.